Dataset: Reaction yield outcomes from USPTO patents with 853,638 reactions. Task: Predict the reaction yield, written as a fraction of the theoretical maximum amount of product (1.0 means a 100% yield; for example, 0.34 means a 34% yield). (1) The reactants are [N:1]1[CH:6]=[CH:5][CH:4]=[N:3][C:2]=1[N:7]1[CH2:12][CH:11]=[C:10]([C:13]([OH:15])=O)[CH2:9][CH2:8]1.C(Cl)(C(Cl)=O)=O.N1C=CC=CC=1.[C:28]([C:32]1[CH:38]=[CH:37][C:35]([NH2:36])=[CH:34][CH:33]=1)([CH3:31])([CH3:30])[CH3:29]. The catalyst is C(Cl)Cl.C1(C)C=CC=CC=1.CN(C1C=CN=CC=1)C.O.CN(C=O)C. The product is [C:28]([C:32]1[CH:33]=[CH:34][C:35]([NH:36][C:13]([C:10]2[CH2:9][CH2:8][N:7]([C:2]3[N:1]=[CH:6][CH:5]=[CH:4][N:3]=3)[CH2:12][CH:11]=2)=[O:15])=[CH:37][CH:38]=1)([CH3:31])([CH3:29])[CH3:30]. The yield is 0.630. (2) The reactants are [C:1]([O:5][C:6](=[O:21])[NH:7][C:8]1[CH:13]=[CH:12][C:11]([CH:14]2[CH2:19][NH:18][C:17](=[O:20])[NH:16][CH2:15]2)=[CH:10][CH:9]=1)([CH3:4])([CH3:3])[CH3:2].C1C(=O)N([Br:29])C(=O)C1. The catalyst is CC#N. The product is [C:1]([O:5][C:6](=[O:21])[NH:7][C:8]1[CH:9]=[CH:10][C:11]([CH:14]2[CH2:19][NH:18][C:17](=[O:20])[NH:16][CH2:15]2)=[CH:12][C:13]=1[Br:29])([CH3:4])([CH3:2])[CH3:3]. The yield is 0.320. (3) The reactants are N12[CH2:8][CH2:7]N(CC1)CC2.[C:9]([O:13][C:14]([N:16]1[CH2:21][CH2:20][CH:19]([CH2:22][OH:23])[CH2:18][CH2:17]1)=[O:15])([CH3:12])([CH3:11])[CH3:10].[C:24]1(C)[C:25]([S:30](Cl)(=[O:32])=[O:31])=[CH:26][CH:27]=C[CH:29]=1. The catalyst is COC(C)(C)C.CCOCC. The product is [C:9]([O:13][C:14]([N:16]1[CH2:21][CH2:20][CH:19]([CH2:22][O:23][S:30]([C:25]2[CH:26]=[CH:27][C:7]([CH3:8])=[CH:29][CH:24]=2)(=[O:32])=[O:31])[CH2:18][CH2:17]1)=[O:15])([CH3:12])([CH3:11])[CH3:10]. The yield is 0.850. (4) The reactants are Br[C:2]1[CH:6]=[C:5]([Si](C)(C)C)[S:4][C:3]=1[C:11]1[S:12][C:13]([Si](C)(C)C)=[CH:14][C:15]=1Br.C([Li])CCC.Cl[Si:27](Cl)([CH2:38][CH2:39][CH2:40][CH2:41][CH2:42][CH2:43][CH2:44][CH2:45][CH2:46][CH3:47])[CH2:28][CH2:29][CH2:30][CH2:31][CH2:32][CH2:33][CH2:34][CH2:35][CH2:36][CH3:37].O. The catalyst is O1CCCC1.CCCCCC. The product is [CH2:38]([Si:27]1([CH2:28][CH2:29][CH2:30][CH2:31][CH2:32][CH2:33][CH2:34][CH2:35][CH2:36][CH3:37])[C:2]2[CH:6]=[CH:5][S:4][C:3]=2[C:11]2[S:12][CH:13]=[CH:14][C:15]1=2)[CH2:39][CH2:40][CH2:41][CH2:42][CH2:43][CH2:44][CH2:45][CH2:46][CH3:47]. The yield is 0.880.